This data is from Full USPTO retrosynthesis dataset with 1.9M reactions from patents (1976-2016). The task is: Predict the reactants needed to synthesize the given product. Given the product [CH3:17][C:16]1[N:18]=[C:19]([C:21]2[S:22][CH:23]=[CH:24][CH:25]=2)[N:12]2[C:13]=1[CH:14]=[N:15][C:10]([NH:9][C:6]1[CH:7]=[CH:8][C:3]([O:2][CH3:1])=[CH:4][CH:5]=1)=[N:11]2, predict the reactants needed to synthesize it. The reactants are: [CH3:1][O:2][C:3]1[CH:8]=[CH:7][C:6]([NH:9][C:10]2[N:11]=[N:12][C:13]([CH:16]([NH:18][C:19]([C:21]3[S:22][CH:23]=[CH:24][CH:25]=3)=O)[CH3:17])=[CH:14][N:15]=2)=[CH:5][CH:4]=1.P(Cl)(Cl)(Cl)=O.